From a dataset of Forward reaction prediction with 1.9M reactions from USPTO patents (1976-2016). Predict the product of the given reaction. (1) Given the reactants [NH2:1][CH2:2][C@H:3]([NH:7][C:8]([O:10][C:11]([CH3:14])([CH3:13])[CH3:12])=[O:9])[C:4]([OH:6])=[O:5].CCN(C(C)C)C(C)C.[Cl:24][C:25]1[S:29][C:28]([C:30](Cl)=[O:31])=[CH:27][CH:26]=1, predict the reaction product. The product is: [C:11]([O:10][C:8]([NH:7][C@@H:3]([CH2:2][NH:1][C:30]([C:28]1[S:29][C:25]([Cl:24])=[CH:26][CH:27]=1)=[O:31])[C:4]([OH:6])=[O:5])=[O:9])([CH3:14])([CH3:13])[CH3:12]. (2) The product is: [Br:1][C:2]1[CH:7]=[CH:6][C:5]([C:8]2[N:34]=[C:23]([C:22]3[C:21]([F:20])=[CH:28][CH:27]=[CH:26][C:25]=3[F:29])[N:10]([OH:11])[C:9]=2[C:12]2[CH:13]=[CH:14][NH:15][C:30](=[O:33])[CH:31]=2)=[CH:4][CH:3]=1. Given the reactants [Br:1][C:2]1[CH:7]=[CH:6][C:5]([C:8](=O)[C:9]([C:12]2C=C[N:15]=[C:14](F)[CH:13]=2)=[N:10][OH:11])=[CH:4][CH:3]=1.[F:20][C:21]1[CH:28]=[CH:27][CH:26]=[C:25]([F:29])[C:22]=1[CH:23]=O.[C:30]([O-:33])(=O)[CH3:31].[NH4+:34], predict the reaction product. (3) Given the reactants [CH2:1]([C:5]1([CH2:34][CH2:35][CH2:36][CH3:37])[C:17]2[CH:16]=[C:15]([C:18]3[S:22][C:21]([CH:23]=O)=[CH:20][CH:19]=3)[CH:14]=[CH:13][C:12]=2[C:11]2[C:6]1=[CH:7][C:8]([N:25]([CH2:30][CH2:31][CH2:32][CH3:33])[CH2:26][CH2:27][CH2:28][CH3:29])=[CH:9][CH:10]=2)[CH2:2][CH2:3][CH3:4].[C:38]([CH2:40][C:41]([OH:43])=[O:42])#[N:39], predict the reaction product. The product is: [C:38]([C:40](=[CH:23][C:21]1[S:22][C:18]([C:15]2[CH:14]=[CH:13][C:12]3[C:11]4[C:6](=[CH:7][C:8]([N:25]([CH2:26][CH2:27][CH2:28][CH3:29])[CH2:30][CH2:31][CH2:32][CH3:33])=[CH:9][CH:10]=4)[C:5]([CH2:1][CH2:2][CH2:3][CH3:4])([CH2:34][CH2:35][CH2:36][CH3:37])[C:17]=3[CH:16]=2)=[CH:19][CH:20]=1)[C:41]([OH:43])=[O:42])#[N:39]. (4) Given the reactants COC1C=C(OC)C=CC=1C[N:6]([C:31]1[CH:36]=[CH:35][N:34]=[CH:33][N:32]=1)[S:7]([C:10]1[CH:15]=[C:14]([CH:16]=[CH2:17])[C:13]([O:18][C@H:19]2[CH2:23][CH2:22][CH2:21][C@@H:20]2[C:24]2[N:28]([CH3:29])[N:27]=[CH:26][CH:25]=2)=[CH:12][C:11]=1[F:30])(=[O:9])=[O:8].C([SiH](CC)CC)C, predict the reaction product. The product is: [CH2:16]([C:14]1[C:13]([O:18][C@H:19]2[CH2:23][CH2:22][CH2:21][C@@H:20]2[C:24]2[N:28]([CH3:29])[N:27]=[CH:26][CH:25]=2)=[CH:12][C:11]([F:30])=[C:10]([S:7]([NH:6][C:31]2[CH:36]=[CH:35][N:34]=[CH:33][N:32]=2)(=[O:8])=[O:9])[CH:15]=1)[CH3:17]. (5) The product is: [Cl:15][C:16]1[C:17]([NH:1][C@H:2]2[CH2:6][CH2:5][CH2:4][C@@H:3]2[NH:7][C:8](=[O:14])[O:9][C:10]([CH3:11])([CH3:13])[CH3:12])=[N:18][CH:19]=[C:20]([C:22]([F:24])([F:23])[F:25])[CH:21]=1. Given the reactants [NH2:1][C@H:2]1[CH2:6][CH2:5][CH2:4][C@@H:3]1[NH:7][C:8](=[O:14])[O:9][C:10]([CH3:13])([CH3:12])[CH3:11].[Cl:15][C:16]1[C:17](F)=[N:18][CH:19]=[C:20]([C:22]([F:25])([F:24])[F:23])[CH:21]=1.CCN(C(C)C)C(C)C, predict the reaction product. (6) The product is: [OH:14][CH:15]1[CH2:20][CH2:19][N:18]([C:21]2[CH:26]=[CH:25][C:24]([NH:27][C:2]([N:40]3[CH2:39][CH2:38][N:37]([C:35]([C:31]4[N:30]([CH3:29])[CH:34]=[CH:33][CH:32]=4)=[O:36])[CH2:42][CH2:41]3)=[O:3])=[CH:23][CH:22]=2)[CH2:17][CH2:16]1. Given the reactants Cl[C:2](OC1C=CC([N+]([O-])=O)=CC=1)=[O:3].[OH:14][CH:15]1[CH2:20][CH2:19][N:18]([C:21]2[CH:26]=[CH:25][C:24]([NH2:27])=[CH:23][CH:22]=2)[CH2:17][CH2:16]1.Cl.[CH3:29][N:30]1[CH:34]=[CH:33][CH:32]=[C:31]1[C:35]([N:37]1[CH2:42][CH2:41][NH:40][CH2:39][CH2:38]1)=[O:36].C(N(CC)CC)C.C(=O)(O)[O-].[Na+], predict the reaction product.